From a dataset of Full USPTO retrosynthesis dataset with 1.9M reactions from patents (1976-2016). Predict the reactants needed to synthesize the given product. Given the product [CH3:12][O:13][C:14]1[CH:19]=[C:18]([C:2]2[N:3]=[N:4][C:5]([C:8]([F:11])([F:10])[F:9])=[CH:6][CH:7]=2)[CH:17]=[CH:16][N:15]=1, predict the reactants needed to synthesize it. The reactants are: Cl[C:2]1[N:3]=[N:4][C:5]([C:8]([F:11])([F:10])[F:9])=[CH:6][CH:7]=1.[CH3:12][O:13][C:14]1[CH:19]=[C:18](B2OC(C)(C)C(C)(C)O2)[CH:17]=[CH:16][N:15]=1.C([O-])([O-])=O.[K+].[K+].